Dataset: Retrosynthesis with 50K atom-mapped reactions and 10 reaction types from USPTO. Task: Predict the reactants needed to synthesize the given product. (1) The reactants are: CCCCCCCCc1ccc(-c2ncc(-c3ccc(O)cc3)s2)cc1.CCCCCCI. Given the product CCCCCCCCc1ccc(-c2ncc(-c3ccc(OCCCCCC)cc3)s2)cc1, predict the reactants needed to synthesize it. (2) Given the product CCCCCCCCCCCCCCCCCCOc1cc(N)cc(OCCCP(=O)(OCC)OCC)c1, predict the reactants needed to synthesize it. The reactants are: CCCCCCCCCCCCCCCCCCOc1cc(NC(=O)OCc2ccccc2)cc(OCCCP(=O)(OCC)OCC)c1. (3) Given the product CCCCCCN1CC2C(C1)C2(C)c1cccc(O)c1, predict the reactants needed to synthesize it. The reactants are: CCCCCCN1CC2C(C1=O)C2(C)c1cccc(O)c1. (4) Given the product Nc1cc(N2CCN3CC(CO)CCC3C2)nc2nc(-c3ccco3)nn12, predict the reactants needed to synthesize it. The reactants are: Nc1cc(Cl)nc2nc(-c3ccco3)nn12.OC[C@@H]1CC[C@H]2CNCCN2C1. (5) Given the product O=C(O)CCc1c[nH]c2cnc(-n3cnnc3)cc12, predict the reactants needed to synthesize it. The reactants are: CCOC(=O)CCc1c[nH]c2cnc(-n3cnnc3)cc12. (6) Given the product CCC(O)c1ccc(F)c(F)c1, predict the reactants needed to synthesize it. The reactants are: CC[Mg+].O=Cc1ccc(F)c(F)c1. (7) Given the product Nc1cc(-c2ccccc2)cnc1[N+](=O)[O-], predict the reactants needed to synthesize it. The reactants are: Nc1cc(Br)cnc1[N+](=O)[O-].OB(O)c1ccccc1. (8) Given the product CCOC(=O)c1cc(C#N)c(N2CC(C(=O)NS(=O)(=O)Cc3ccc(F)cc3Cl)C2)nc1C(F)F, predict the reactants needed to synthesize it. The reactants are: CCOC(=O)c1cc(C#N)c(N2CC(C(=O)O)C2)nc1C(F)F.NS(=O)(=O)Cc1ccc(F)cc1Cl. (9) Given the product O=C(c1cc(Cl)ccn1)N1CCN(CCO)CC1, predict the reactants needed to synthesize it. The reactants are: O=C(O)c1cc(Cl)ccn1.OCCN1CCNCC1.